From a dataset of Full USPTO retrosynthesis dataset with 1.9M reactions from patents (1976-2016). Predict the reactants needed to synthesize the given product. (1) The reactants are: [C:1]([O:5][C:6]([N:8]1[CH2:14][CH2:13][CH2:12][N:11]([C:15]2[CH:20]=[CH:19][C:18]([N+:21]([O-])=O)=[C:17]([C:24]([NH:26][CH2:27][C:28]([O:30][CH3:31])=[O:29])=[O:25])[CH:16]=2)[CH2:10][CH2:9]1)=[O:7])([CH3:4])([CH3:3])[CH3:2].O. Given the product [C:1]([O:5][C:6]([N:8]1[CH2:14][CH2:13][CH2:12][N:11]([C:15]2[CH:20]=[CH:19][C:18]([NH2:21])=[C:17]([C:24]([NH:26][CH2:27][C:28]([O:30][CH3:31])=[O:29])=[O:25])[CH:16]=2)[CH2:10][CH2:9]1)=[O:7])([CH3:4])([CH3:3])[CH3:2], predict the reactants needed to synthesize it. (2) Given the product [CH3:22][N:11]1[C:8]2=[CH:9][C:10]3[C:2]([CH3:1])([CH3:32])[C:3](=[O:31])[N:4]([CH2:26][CH2:27][CH2:28][CH2:29][CH3:30])[C:5]=3[CH:6]=[C:7]2[N:23]=[C:12]1[CH2:13][CH2:14][C:15]1[CH:16]=[CH:17][CH:18]=[CH:19][CH:20]=1, predict the reactants needed to synthesize it. The reactants are: [CH3:1][C:2]1([CH3:32])[C:10]2[C:5](=[CH:6][C:7]([N+:23]([O-])=O)=[C:8]([N:11]([CH3:22])[C:12](=O)[CH2:13][CH2:14][C:15]3[CH:20]=[CH:19][CH:18]=[CH:17][CH:16]=3)[CH:9]=2)[N:4]([CH2:26][CH2:27][CH2:28][CH2:29][CH3:30])[C:3]1=[O:31]. (3) The reactants are: [C:1]1([C:7]2[O:11][N:10]=[CH:9][C:8]=2[C:12]([OH:14])=O)[CH:6]=[CH:5][CH:4]=[CH:3][CH:2]=1.[CH2:15]([NH:17][CH2:18][CH3:19])[CH3:16]. Given the product [CH2:15]([N:17]([CH2:18][CH3:19])[C:12]([C:8]1[CH:9]=[N:10][O:11][C:7]=1[C:1]1[CH:2]=[CH:3][CH:4]=[CH:5][CH:6]=1)=[O:14])[CH3:16], predict the reactants needed to synthesize it. (4) Given the product [CH2:7]([C@:3]12[CH2:9][C@@:4]1([CH3:5])[C:15]([CH3:16])([OH:14])[CH2:2][CH2:1]2)[CH3:6], predict the reactants needed to synthesize it. The reactants are: [CH2:1]([C:3]1[CH2:7][CH2:6][C:5](=O)[C:4]=1[CH3:9])[CH3:2].C[Li].C([O:14][CH2:15][CH3:16])C.BrCBr.C([Mg]Cl)(C)(C)C. (5) Given the product [NH2:36][C:24]1[C:25]([Cl:35])=[C:26]([CH:33]=[O:34])[C:27]([CH3:29])=[CH:28][C:23]=1[C:22]([O:21][CH2:19][CH3:20])=[O:37], predict the reactants needed to synthesize it. The reactants are: NC1C=C(C2OCCO2)C(C)=CC=1C(OCC)=O.[CH2:19]([O:21][C:22](=[O:37])[C:23]1[CH:28]=[C:27]([C:29](F)(F)F)[C:26]([CH:33]=[O:34])=[C:25]([Cl:35])[C:24]=1[NH2:36])[CH3:20]. (6) Given the product [CH3:25][CH:26]([CH:11]([S:8]([C:4]1[CH:5]=[CH:6][CH:7]=[C:2]([CH3:1])[CH:3]=1)(=[O:9])=[O:10])[CH3:12])[CH2:27][CH2:28][OH:24], predict the reactants needed to synthesize it. The reactants are: [CH3:1][C:2]1[CH:7]=[CH:6][CH:5]=[C:4]([S:8]([CH2:11][CH:12](C)C=C)(=[O:10])=[O:9])[CH:3]=1.C([Li])CCC.CI.B.[O:24]1[CH2:28][CH2:27][CH2:26][CH2:25]1.OO. (7) The reactants are: Br[C:2]1[N:7]=[C:6]([CH2:8][O:9][C:10]2[CH:11]=[C:12]3[C:17](=[CH:18][CH:19]=2)[C:16]2=[CH:20][C:21]([O:25][CH2:26][CH:27]4[CH2:31][CH2:30][CH2:29][O:28]4)=[N:22][C:23](=[O:24])[N:15]2[CH2:14][CH2:13]3)[CH:5]=[CH:4][CH:3]=1.[C:32]1(B(O)O)[CH:37]=[CH:36][CH:35]=[CH:34][CH:33]=1. Given the product [C:32]1([C:2]2[N:7]=[C:6]([CH2:8][O:9][C:10]3[CH:11]=[C:12]4[C:17](=[CH:18][CH:19]=3)[C:16]3=[CH:20][C:21]([O:25][CH2:26][CH:27]5[CH2:31][CH2:30][CH2:29][O:28]5)=[N:22][C:23](=[O:24])[N:15]3[CH2:14][CH2:13]4)[CH:5]=[CH:4][CH:3]=2)[CH:37]=[CH:36][CH:35]=[CH:34][CH:33]=1, predict the reactants needed to synthesize it. (8) Given the product [Br:19][C:8]1[C:7]([CH3:11])=[C:4]([C:3]([O:2][CH3:1])=[CH:10][CH:9]=1)[C:5]#[N:6], predict the reactants needed to synthesize it. The reactants are: [CH3:1][O:2][C:3]1[CH:10]=[CH:9][CH:8]=[C:7]([CH3:11])[C:4]=1[C:5]#[N:6].C1C(=O)N([Br:19])C(=O)C1. (9) Given the product [C:78]([O:77][C:75]([NH:74][C@H:73]([C:82](=[O:83])[NH:1][CH2:2][C@H:3]1[O:7][N:6]=[C:5]([C:8]2[CH:9]=[CH:10][C:11]([C:14]3[CH:19]=[CH:18][C:17]([N:20]4[CH2:24][C@H:23]([CH2:25][N:26]5[CH:30]=[CH:29][N:28]=[N:27]5)[O:22][C:21]4=[O:31])=[CH:16][C:15]=3[F:32])=[CH:12][N:13]=2)[CH2:4]1)[CH2:72][C:71]([O:70][C:66]([CH3:69])([CH3:68])[CH3:67])=[O:85])=[O:76])([CH3:80])([CH3:79])[CH3:81], predict the reactants needed to synthesize it. The reactants are: [NH2:1][CH2:2][C@H:3]1[O:7][N:6]=[C:5]([C:8]2[N:13]=[CH:12][C:11]([C:14]3[CH:19]=[CH:18][C:17]([N:20]4[CH2:24][C@H:23]([CH2:25][N:26]5[CH:30]=[CH:29][N:28]=[N:27]5)[O:22][C:21]4=[O:31])=[CH:16][C:15]=3[F:32])=[CH:10][CH:9]=2)[CH2:4]1.C(N(C(C)C)CC)(C)C.F[P-](F)(F)(F)(F)F.CN(C(=[N+](C)C)ON1C2=NC=CC=C2N=N1)C.[C:66]([O:70][C:71](=[O:85])[CH2:72][C@@H:73]([C:82](O)=[O:83])[NH:74][C:75]([O:77][C:78]([CH3:81])([CH3:80])[CH3:79])=[O:76])([CH3:69])([CH3:68])[CH3:67].